This data is from NCI-60 drug combinations with 297,098 pairs across 59 cell lines. The task is: Regression. Given two drug SMILES strings and cell line genomic features, predict the synergy score measuring deviation from expected non-interaction effect. Drug 1: CC=C1C(=O)NC(C(=O)OC2CC(=O)NC(C(=O)NC(CSSCCC=C2)C(=O)N1)C(C)C)C(C)C. Drug 2: C1CN(CCN1C(=O)CCBr)C(=O)CCBr. Synergy scores: CSS=62.2, Synergy_ZIP=5.22, Synergy_Bliss=5.24, Synergy_Loewe=-12.8, Synergy_HSA=3.36. Cell line: MALME-3M.